This data is from NCI-60 drug combinations with 297,098 pairs across 59 cell lines. The task is: Regression. Given two drug SMILES strings and cell line genomic features, predict the synergy score measuring deviation from expected non-interaction effect. (1) Drug 1: CC1=CC2C(CCC3(C2CCC3(C(=O)C)OC(=O)C)C)C4(C1=CC(=O)CC4)C. Drug 2: CC1C(C(=O)NC(C(=O)N2CCCC2C(=O)N(CC(=O)N(C(C(=O)O1)C(C)C)C)C)C(C)C)NC(=O)C3=C4C(=C(C=C3)C)OC5=C(C(=O)C(=C(C5=N4)C(=O)NC6C(OC(=O)C(N(C(=O)CN(C(=O)C7CCCN7C(=O)C(NC6=O)C(C)C)C)C)C(C)C)C)N)C. Cell line: KM12. Synergy scores: CSS=14.9, Synergy_ZIP=7.81, Synergy_Bliss=12.6, Synergy_Loewe=13.8, Synergy_HSA=12.5. (2) Drug 1: COC1=C(C=C2C(=C1)N=CN=C2NC3=CC(=C(C=C3)F)Cl)OCCCN4CCOCC4. Drug 2: C1=CC(=CC=C1CCCC(=O)O)N(CCCl)CCCl. Cell line: OVCAR3. Synergy scores: CSS=45.0, Synergy_ZIP=2.86, Synergy_Bliss=6.53, Synergy_Loewe=1.09, Synergy_HSA=12.0. (3) Drug 1: COC1=CC(=CC(=C1O)OC)C2C3C(COC3=O)C(C4=CC5=C(C=C24)OCO5)OC6C(C(C7C(O6)COC(O7)C8=CC=CS8)O)O. Drug 2: CCCCCOC(=O)NC1=NC(=O)N(C=C1F)C2C(C(C(O2)C)O)O. Cell line: NCIH23. Synergy scores: CSS=58.4, Synergy_ZIP=3.90, Synergy_Bliss=5.21, Synergy_Loewe=-38.4, Synergy_HSA=5.24.